This data is from Full USPTO retrosynthesis dataset with 1.9M reactions from patents (1976-2016). The task is: Predict the reactants needed to synthesize the given product. (1) Given the product [C:34]([N:28]1[CH2:29][CH2:30][CH2:31][C@H:27]1[C@H:9]([C:6]1[CH:7]=[CH:8][C:3]([Cl:2])=[C:4]([F:32])[CH:5]=1)[NH:10][C:11]([N:13]1[CH2:22][CH2:21][C:20]2[CH:19]=[N:18][C:17]([NH:23][CH:24]([CH3:25])[CH3:26])=[N:16][C:15]=2[CH2:14]1)=[O:12])(=[O:35])[CH3:33], predict the reactants needed to synthesize it. The reactants are: Cl.[Cl:2][C:3]1[CH:8]=[CH:7][C:6]([C@@H:9]([C@@H:27]2[CH2:31][CH2:30][CH2:29][NH:28]2)[NH:10][C:11]([N:13]2[CH2:22][CH2:21][C:20]3[CH:19]=[N:18][C:17]([NH:23][CH:24]([CH3:26])[CH3:25])=[N:16][C:15]=3[CH2:14]2)=[O:12])=[CH:5][C:4]=1[F:32].[CH3:33][C:34](OC(C)=O)=[O:35].C(Cl)Cl. (2) Given the product [CH2:1]([O:4][N:5]([C@H:18]1[CH2:23][N:22]([C:24]([O:26][C:27]([CH3:29])([CH3:30])[CH3:28])=[O:25])[C@H:21]([C:31](=[O:33])[NH2:38])[CH:20]=[C:19]1[CH3:34])[S:6]([C:9]1[CH:14]=[CH:13][CH:12]=[CH:11][C:10]=1[N+:15]([O-:17])=[O:16])(=[O:8])=[O:7])[CH:2]=[CH2:3], predict the reactants needed to synthesize it. The reactants are: [CH2:1]([O:4][N:5]([C@H:18]1[CH2:23][N:22]([C:24]([O:26][C:27]([CH3:30])([CH3:29])[CH3:28])=[O:25])[C@H:21]([C:31]([OH:33])=O)[CH:20]=[C:19]1[CH3:34])[S:6]([C:9]1[CH:14]=[CH:13][CH:12]=[CH:11][C:10]=1[N+:15]([O-:17])=[O:16])(=[O:8])=[O:7])[CH:2]=[CH2:3].[Cl-].[NH4+].C[N:38](C(ON1N=NC2C=CC=NC1=2)=[N+](C)C)C.F[P-](F)(F)(F)(F)F.CCN(C(C)C)C(C)C.